From a dataset of Reaction yield outcomes from USPTO patents with 853,638 reactions. Predict the reaction yield, written as a fraction of the theoretical maximum amount of product (1.0 means a 100% yield; for example, 0.34 means a 34% yield). (1) The reactants are Cl.Cl.[C:3]1([CH2:9][N:10]2[CH2:15][CH2:14][N:13]([CH2:16][C:17]3[CH:22]=[CH:21][CH:20]=[CH:19][CH:18]=3)[CH2:12][CH:11]2[C:23]([O:25]CC)=[O:24])[CH:8]=[CH:7][CH:6]=[CH:5][CH:4]=1.[OH-].[Na+]. The catalyst is C(O)C. The product is [C:3]1([CH2:9][N:10]2[CH2:15][CH2:14][N:13]([CH2:16][C:17]3[CH:18]=[CH:19][CH:20]=[CH:21][CH:22]=3)[CH2:12][CH:11]2[C:23]([OH:25])=[O:24])[CH:4]=[CH:5][CH:6]=[CH:7][CH:8]=1. The yield is 0.760. (2) The reactants are Br[C:2]1[CH:7]=[CH:6][CH:5]=[CH:4][C:3]=1[O:8][CH2:9][CH2:10][F:11].CC([O-])(C)C.[Na+].C1C=CC(P(C2C(C3C(P(C4C=CC=CC=4)C4C=CC=CC=4)=CC=C4C=3C=CC=C4)=C3C(C=CC=C3)=CC=2)C2C=CC=CC=2)=CC=1.C(=[NH:77])(C1C=CC=CC=1)C1C=CC=CC=1. The catalyst is C1(C)C=CC=CC=1. The product is [F:11][CH2:10][CH2:9][O:8][C:3]1[CH:4]=[CH:5][CH:6]=[CH:7][C:2]=1[NH2:77]. The yield is 0.900. (3) The reactants are [Cl:1][C:2]1[N:3]=[C:4]([N:14]2[CH2:19][CH2:18][O:17][CH2:16][CH2:15]2)[C:5]2[N:11]=[C:10]([CH2:12][NH2:13])[CH:9]=[CH:8][C:6]=2[N:7]=1.[CH3:20][C:21]([CH3:26])([CH3:25])[C:22](O)=[O:23].ON1C2C=CC=CC=2N=N1.Cl.CN(C)CCCN=C=NCC.C(N(CC)CC)C. The catalyst is CN(C)C=O. The product is [Cl:1][C:2]1[N:3]=[C:4]([N:14]2[CH2:15][CH2:16][O:17][CH2:18][CH2:19]2)[C:5]2[N:11]=[C:10]([CH2:12][NH:13][C:22](=[O:23])[C:21]([CH3:26])([CH3:25])[CH3:20])[CH:9]=[CH:8][C:6]=2[N:7]=1. The yield is 1.00.